Dataset: PAMPA (Parallel Artificial Membrane Permeability Assay) permeability data from NCATS. Task: Regression/Classification. Given a drug SMILES string, predict its absorption, distribution, metabolism, or excretion properties. Task type varies by dataset: regression for continuous measurements (e.g., permeability, clearance, half-life) or binary classification for categorical outcomes (e.g., BBB penetration, CYP inhibition). Dataset: pampa_ncats. (1) The drug is C1=C(SC(=C1)C2=CC=C(O2)C3=CC=C(S3)CO)CO. The result is 1 (high permeability). (2) The drug is CC1=C(SC(=N1)NS(=O)(=O)C2=CC=C(C=C2)NCC3=C(C(=CC=C3)OC)O)C. The result is 1 (high permeability). (3) The result is 0 (low-to-moderate permeability). The compound is C[C@H](CNC(C)(C)CC(=O)N[C@@H]1CCC2=CC=CC=C2N(C1=O)CC3=CC=C(C=C3)C4=CC=CC=C4C5=NNN=N5)O. (4) The result is 1 (high permeability). The molecule is CN1CCN(CC1)C2CCN(CC2)C3=CC(=C(C=C3)NC4=NC=C(C(=N4)NC5=CC=CC=C5P(=O)(C)C)Cl)OC. (5) The compound is COC(=O)C1=CC(=NC=C1)C2=NC=CC(=C2)C(=O)NC3=CC=C(C=C3)C4(CC4)N. The result is 1 (high permeability). (6) The molecule is C1=CC(=C(C=C1C#N)F)C(=O)NC2=CC(=C(C=C2)Cl)C3=NC4=C(O3)C=CC(=C4)Cl. The result is 0 (low-to-moderate permeability). (7) The compound is CC1=CC=CC=C1NC(=O)C2=C(NC(=NC2C3=CC=CC=C3Br)NC4=NC5=CC=CC=C5O4)C. The result is 1 (high permeability).